Dataset: Full USPTO retrosynthesis dataset with 1.9M reactions from patents (1976-2016). Task: Predict the reactants needed to synthesize the given product. (1) Given the product [F:22][C:23]1[C:28]([F:29])=[CH:27][CH:26]=[CH:25][C:24]=1[C:30]1[N:38]=[C:33]2[CH:34]=[N:35][N:36]([CH2:2][C:3]3[CH:8]=[N:7][C:6]([C:9]4[CH:14]=[CH:13][C:12]([N+:15]([O-:17])=[O:16])=[CH:11][C:10]=4[C:18]([F:21])([F:20])[F:19])=[CH:5][CH:4]=3)[CH:37]=[C:32]2[N:31]=1, predict the reactants needed to synthesize it. The reactants are: Br[CH2:2][C:3]1[CH:4]=[CH:5][C:6]([C:9]2[CH:14]=[CH:13][C:12]([N+:15]([O-:17])=[O:16])=[CH:11][C:10]=2[C:18]([F:21])([F:20])[F:19])=[N:7][CH:8]=1.[F:22][C:23]1[C:28]([F:29])=[CH:27][CH:26]=[CH:25][C:24]=1[C:30]1[N:38]=[C:33]2[CH:34]=[N:35][NH:36][CH:37]=[C:32]2[N:31]=1. (2) Given the product [CH3:1][N:2]1[CH:3]2[CH2:9][CH2:8][CH:7]1[CH2:6][CH:5]([S:10][C:11]1[CH:12]=[CH:13][C:14]([NH:17][C:18]([C:21]3[N:22]=[CH:23][S:24][CH:25]=3)=[O:19])=[CH:15][CH:16]=1)[CH2:4]2, predict the reactants needed to synthesize it. The reactants are: [CH3:1][N:2]1[CH:7]2[CH2:8][CH2:9][CH:3]1[CH2:4][CH:5]([S:10][C:11]1[CH:16]=[CH:15][C:14]([NH2:17])=[CH:13][CH:12]=1)[CH2:6]2.[C:18]([C:21]1[N:22]=[CH:23][S:24][CH:25]=1)(O)=[O:19].ON1C2C=CC=CC=2N=N1.N=C=N. (3) The reactants are: [NH:1]1[CH2:5][CH2:4][CH2:3][CH2:2]1.[CH3:6][C:7]([NH:15][C:16]([C:18]1[S:41][C:21]2[N:22](C(OCC)=O)[N:23]=[C:24]([NH:25][C:26](=[O:35])[C:27]3[CH:32]=[CH:31][C:30]([CH2:33]Cl)=[CH:29][CH:28]=3)[C:20]=2[CH:19]=1)=[O:17])([C:9]1[CH:14]=[CH:13][CH:12]=[CH:11][CH:10]=1)[CH3:8]. Given the product [CH3:8][C:7]([NH:15][C:16]([C:18]1[S:41][C:21]2[NH:22][N:23]=[C:24]([NH:25][C:26](=[O:35])[C:27]3[CH:32]=[CH:31][C:30]([CH2:33][N:1]4[CH2:5][CH2:4][CH2:3][CH2:2]4)=[CH:29][CH:28]=3)[C:20]=2[CH:19]=1)=[O:17])([C:9]1[CH:10]=[CH:11][CH:12]=[CH:13][CH:14]=1)[CH3:6], predict the reactants needed to synthesize it.